Task: Predict the product of the given reaction.. Dataset: Forward reaction prediction with 1.9M reactions from USPTO patents (1976-2016) Given the reactants [CH:1]([O:6][CH3:7])([O:4][CH3:5])OC.CC1(C)C2(CS(O)(=O)=O)C(CC1CC2)=O.C([C:25]1[CH:30]=[CH:29][C:28]([C:31]#[C:32][C:33]2[CH:43]=[CH:42][C:36]([C:37]([O:39][CH2:40][CH3:41])=[O:38])=[CH:35][CH:34]=2)=[CH:27][CH:26]=1)=O.C(=O)([O-])O.[Na+], predict the reaction product. The product is: [CH3:7][O:6][CH:1]([O:4][CH3:5])[C:25]1[CH:26]=[CH:27][C:28]([C:31]#[C:32][C:33]2[CH:34]=[CH:35][C:36]([C:37]([O:39][CH2:40][CH3:41])=[O:38])=[CH:42][CH:43]=2)=[CH:29][CH:30]=1.